From a dataset of Human liver microsome stability data. Regression/Classification. Given a drug SMILES string, predict its absorption, distribution, metabolism, or excretion properties. Task type varies by dataset: regression for continuous measurements (e.g., permeability, clearance, half-life) or binary classification for categorical outcomes (e.g., BBB penetration, CYP inhibition). Dataset: hlm. (1) The drug is Cc1ccc(S(=O)(=O)N[C@@H](C(=O)Nc2ccc(C(=N)N)cc2)c2ccccc2)cc1. The result is 0 (unstable in human liver microsomes). (2) The drug is N#Cc1ccc(F)cc1Cn1c(N2CCC[C@@H](N)C2)nc2c(F)cnc-2c1O. The result is 0 (unstable in human liver microsomes).